This data is from Peptide-MHC class II binding affinity with 134,281 pairs from IEDB. The task is: Regression. Given a peptide amino acid sequence and an MHC pseudo amino acid sequence, predict their binding affinity value. This is MHC class II binding data. (1) The peptide sequence is INEPTAAAIAYGLDR. The MHC is HLA-DQA10104-DQB10503 with pseudo-sequence HLA-DQA10104-DQB10503. The binding affinity (normalized) is 0. (2) The peptide sequence is GAMVATNFFGINTIP. The MHC is HLA-DPA10103-DPB10401 with pseudo-sequence HLA-DPA10103-DPB10401. The binding affinity (normalized) is 0.576. (3) The peptide sequence is SAHCIGITDRDFIEG. The MHC is DRB1_0801 with pseudo-sequence DRB1_0801. The binding affinity (normalized) is 0.172. (4) The peptide sequence is DLQMVIAGAKSKFPR. The MHC is HLA-DQA10501-DQB10201 with pseudo-sequence HLA-DQA10501-DQB10201. The binding affinity (normalized) is 0.245.